Dataset: NCI-60 drug combinations with 297,098 pairs across 59 cell lines. Task: Regression. Given two drug SMILES strings and cell line genomic features, predict the synergy score measuring deviation from expected non-interaction effect. (1) Drug 1: C1=CC(=CC=C1CCC2=CNC3=C2C(=O)NC(=N3)N)C(=O)NC(CCC(=O)O)C(=O)O. Drug 2: CCCCCOC(=O)NC1=NC(=O)N(C=C1F)C2C(C(C(O2)C)O)O. Cell line: KM12. Synergy scores: CSS=0.918, Synergy_ZIP=-6.24, Synergy_Bliss=-7.56, Synergy_Loewe=-13.0, Synergy_HSA=-8.81. (2) Synergy scores: CSS=42.0, Synergy_ZIP=-4.84, Synergy_Bliss=-1.40, Synergy_Loewe=-38.9, Synergy_HSA=0.00541. Drug 2: CC1=C(C(=O)C2=C(C1=O)N3CC4C(C3(C2COC(=O)N)OC)N4)N. Drug 1: C1=NNC2=C1C(=O)NC=N2. Cell line: CAKI-1. (3) Drug 1: CN1CCC(CC1)COC2=C(C=C3C(=C2)N=CN=C3NC4=C(C=C(C=C4)Br)F)OC. Drug 2: C1CC(C1)(C(=O)O)C(=O)O.[NH2-].[NH2-].[Pt+2]. Cell line: COLO 205. Synergy scores: CSS=16.1, Synergy_ZIP=5.16, Synergy_Bliss=9.39, Synergy_Loewe=2.40, Synergy_HSA=2.51. (4) Drug 1: C1=CC(=CC=C1C#N)C(C2=CC=C(C=C2)C#N)N3C=NC=N3. Drug 2: COC1=C2C(=CC3=C1OC=C3)C=CC(=O)O2. Cell line: 786-0. Synergy scores: CSS=3.95, Synergy_ZIP=0.906, Synergy_Bliss=2.80, Synergy_Loewe=3.30, Synergy_HSA=2.03.